This data is from Reaction yield outcomes from USPTO patents with 853,638 reactions. The task is: Predict the reaction yield, written as a fraction of the theoretical maximum amount of product (1.0 means a 100% yield; for example, 0.34 means a 34% yield). (1) The reactants are [CH2:1]([N:8]1[CH2:13][CH2:12][NH:11][CH2:10][C@@H:9]1[CH3:14])[C:2]1[CH:7]=[CH:6][CH:5]=[CH:4][CH:3]=1.ClCCl.O=[C:19]1[CH2:24][CH2:23][N:22]([C:25]([O:27][C:28]([CH3:31])([CH3:30])[CH3:29])=[O:26])[CH2:21][CH2:20]1.[C-:32]#[N:33].C([Al+]CC)C. The catalyst is C1(C)C=CC=CC=1.CC(C)[O-].CC(C)[O-].CC(C)[O-].CC(C)[O-].[Ti+4]. The product is [CH2:1]([N:8]1[CH2:13][CH2:12][N:11]([C:19]2([C:32]#[N:33])[CH2:24][CH2:23][N:22]([C:25]([O:27][C:28]([CH3:31])([CH3:30])[CH3:29])=[O:26])[CH2:21][CH2:20]2)[CH2:10][C@@H:9]1[CH3:14])[C:2]1[CH:7]=[CH:6][CH:5]=[CH:4][CH:3]=1. The yield is 0.889. (2) The reactants are CC(C)=O.[Cl:5][C:6]1[CH:15]=[C:14]2[C:9]([C:10]([C:32]3[CH:33]=[C:34](/[CH:38]=[CH:39]/[C:40]([OH:42])=[O:41])[CH:35]=[CH:36][CH:37]=3)=[C:11]([CH2:17][C:18]([NH:20][C:21]3[CH:26]=[CH:25][C:24]([F:27])=[CH:23][C:22]=3[C:28]([F:31])([F:30])[F:29])=[O:19])[C:12](=[O:16])[O:13]2)=[CH:8][C:7]=1[CH3:43].C(O)C.[NH3:47]. The catalyst is O. The product is [Cl:5][C:6]1[CH:15]=[C:14]2[C:9]([C:10]([C:32]3[CH:33]=[C:34](/[CH:38]=[CH:39]/[C:40]([O-:42])=[O:41])[CH:35]=[CH:36][CH:37]=3)=[C:11]([CH2:17][C:18]([NH:20][C:21]3[CH:26]=[CH:25][C:24]([F:27])=[CH:23][C:22]=3[C:28]([F:29])([F:31])[F:30])=[O:19])[C:12](=[O:16])[O:13]2)=[CH:8][C:7]=1[CH3:43].[NH4+:47]. The yield is 0.901. (3) The reactants are C(N(C(C)C)CC)(C)C.C(O)(=O)C.[O:14]1[CH2:19][CH2:18][CH:17]([NH2:20])[CH2:16][CH2:15]1.Cl[C:22]1[C:27]([N+:28]([O-:30])=[O:29])=[CH:26][N:25]=[C:24]([C:31]2[CH:32]=[N:33][N:34]3[CH:39]=[CH:38][N:37]=[CH:36][C:35]=23)[N:23]=1. The catalyst is O1CCCC1. The product is [N+:28]([C:27]1[C:22]([NH:20][CH:17]2[CH2:18][CH2:19][O:14][CH2:15][CH2:16]2)=[N:23][C:24]([C:31]2[CH:32]=[N:33][N:34]3[CH:39]=[CH:38][N:37]=[CH:36][C:35]=23)=[N:25][CH:26]=1)([O-:30])=[O:29]. The yield is 0.700. (4) The reactants are Br[C:2]1[CH:3]=[CH:4][C:5]([F:21])=[C:6]([C:8]2[CH:9]3[CH2:20][CH2:19][CH2:18][CH:10]3[N:11]([C:13]([O:15][CH2:16][CH3:17])=[O:14])[N:12]=2)[CH:7]=1.[C:22]([C@:24]1([OH:31])[CH2:28][CH2:27][N:26]([CH3:29])[C:25]1=[O:30])#[CH:23]. No catalyst specified. The product is [F:21][C:5]1[CH:4]=[CH:3][C:2]([C:23]#[C:22][C@:24]2([OH:31])[CH2:28][CH2:27][N:26]([CH3:29])[C:25]2=[O:30])=[CH:7][C:6]=1[C:8]1[CH:9]2[CH2:20][CH2:19][CH2:18][CH:10]2[N:11]([C:13]([O:15][CH2:16][CH3:17])=[O:14])[N:12]=1. The yield is 0.860. (5) The reactants are [Si:1]([O:8][CH2:9][C@H:10]([OH:19])[CH2:11][CH2:12][C:13]#[C:14][Si](C)(C)C)([C:4]([CH3:7])([CH3:6])[CH3:5])([CH3:3])[CH3:2].[OH-].[K+]. The catalyst is C(O)C. The product is [Si:1]([O:8][CH2:9][C@H:10]([OH:19])[CH2:11][CH2:12][C:13]#[CH:14])([C:4]([CH3:7])([CH3:6])[CH3:5])([CH3:3])[CH3:2]. The yield is 0.770. (6) The reactants are C(OC([N:8]1[CH2:13][CH2:12][CH:11]([CH:14]2[C:19](=[O:20])[C:18]3[CH:21]=[CH:22][CH:23]=[CH:24][C:17]=3[NH:16][S:15]2(=[O:26])=[O:25])[CH2:10][CH2:9]1)=O)(C)(C)C.O1CCOCC1.[ClH:33]. No catalyst specified. The product is [ClH:33].[O:26]=[S:15]1(=[O:25])[CH:14]([CH:11]2[CH2:10][CH2:9][NH:8][CH2:13][CH2:12]2)[C:19](=[O:20])[C:18]2[CH:21]=[CH:22][CH:23]=[CH:24][C:17]=2[NH:16]1. The yield is 1.00. (7) The reactants are [N+:1]([C:4]1[CH:13]=[C:12]2[C:7]([CH2:8][CH2:9][CH2:10][C:11]2=[O:14])=[CH:6][CH:5]=1)([O-:3])=[O:2].[BH4-].[Na+]. The catalyst is CO. The product is [N+:1]([C:4]1[CH:13]=[C:12]2[C:7]([CH2:8][CH2:9][CH2:10][CH:11]2[OH:14])=[CH:6][CH:5]=1)([O-:3])=[O:2]. The yield is 0.800. (8) The reactants are [CH3:1][C:2]1[O:3][C:4]([CH3:9])=[C:5]([CH3:8])[C:6]=1[CH3:7].CC(=[O:13])C. No catalyst specified. The product is [CH3:7][CH:6]([CH:5]([CH3:8])[C:4](=[O:3])[CH3:9])[C:2](=[O:13])[CH3:1]. The yield is 0.425. (9) The reactants are [CH2:1]([O:3][C:4]([C:6]1[CH:7]=[N:8][N:9]([CH3:14])[C:10]=1[C:11](O)=[O:12])=[O:5])[CH3:2].C(N1C=CN=C1)([N:17]1C=CN=C1)=O.N. The catalyst is C1COCC1. The product is [C:11]([C:10]1[N:9]([CH3:14])[N:8]=[CH:7][C:6]=1[C:4]([O:3][CH2:1][CH3:2])=[O:5])(=[O:12])[NH2:17]. The yield is 0.920.